From a dataset of Peptide-MHC class II binding affinity with 134,281 pairs from IEDB. Regression. Given a peptide amino acid sequence and an MHC pseudo amino acid sequence, predict their binding affinity value. This is MHC class II binding data. The peptide sequence is GFLFYQKTGERSRCY. The MHC is DRB1_0101 with pseudo-sequence DRB1_0101. The binding affinity (normalized) is 0.758.